Dataset: Full USPTO retrosynthesis dataset with 1.9M reactions from patents (1976-2016). Task: Predict the reactants needed to synthesize the given product. (1) Given the product [CH2:20]([O:19][C:17]([C:2]1[CH:3]=[CH:4][C:5]([C:8]([O:10][CH3:11])=[O:9])=[N:6][CH:7]=1)=[CH2:18])[CH3:21], predict the reactants needed to synthesize it. The reactants are: Br[C:2]1[CH:3]=[CH:4][C:5]([C:8]([O:10][CH3:11])=[O:9])=[N:6][CH:7]=1.C([Sn](CCCC)(CCCC)[C:17]([O:19][CH2:20][CH3:21])=[CH2:18])CCC. (2) Given the product [CH2:18]([N:3]([CH2:1][CH3:2])[S:4]([C:7]1[CH:12]=[CH:11][C:10]([O:13][CH3:14])=[C:9]([NH:15][C:16]([NH:31][C:32]2[C:40]3[N:39]=[CH:38][N:37]([CH3:41])[C:36]=3[CH:35]=[CH:34][CH:33]=2)=[S:17])[CH:8]=1)(=[O:5])=[O:6])[CH3:19], predict the reactants needed to synthesize it. The reactants are: [CH2:1]([N:3]([CH2:18][CH3:19])[S:4]([C:7]1[CH:12]=[CH:11][C:10]([O:13][CH3:14])=[C:9]([N:15]=[C:16]=[S:17])[CH:8]=1)(=[O:6])=[O:5])[CH3:2].COC1C=CC=CC=1NC([NH:31][C:32]1[C:40]2[N:39]=[CH:38][N:37]([CH3:41])[C:36]=2[CH:35]=[CH:34][CH:33]=1)=S. (3) Given the product [CH:1]1([C:4]2[CH:25]=[C:7]3[C:8]([C:14](=[O:24])[CH2:15][C:16]4[CH:17]=[CH:18][N:19]=[CH:20][CH:21]=4)=[CH:9][CH:10]=[C:11]([O:12][CH3:13])[N:6]3[N:5]=2)[CH2:3][CH2:2]1, predict the reactants needed to synthesize it. The reactants are: [CH:1]1([C:4]2[CH:25]=[C:7]3[C:8]([C:14](=[O:24])[CH2:15][C:16]4[C:21](Cl)=[CH:20][N:19]=[CH:18][C:17]=4Cl)=[CH:9][CH:10]=[C:11]([O:12][CH3:13])[N:6]3[N:5]=2)[CH2:3][CH2:2]1. (4) Given the product [F:1][C:2]1[CH:3]=[C:4]2[C:8](=[CH:9][CH:10]=1)[NH:7][CH:6]=[C:5]2[CH2:11][CH2:12][CH2:13][NH:14][CH2:15][CH2:24][CH2:23][CH:18]1[CH2:19][C:20]2[C:21](=[CH:22][CH:29]=[CH:28][C:27]=2[O:30][CH3:35])[O:33][CH2:31]1, predict the reactants needed to synthesize it. The reactants are: [F:1][C:2]1[CH:3]=[C:4]2[C:8](=[CH:9][CH:10]=1)[NH:7][CH:6]=[C:5]2[CH2:11][CH2:12][CH2:13][NH:14][CH:15]1[CH2:24][C:23]2[C:18](=[CH:19][CH:20]=[CH:21][C:22]=2OC)OC1.[CH:27](=[O:30])[CH2:28][CH3:29].[C:31](O)(=[O:33])C.[C:35]([BH3-])#N.[Na+]. (5) Given the product [CH3:1][N:2]1[C:10](=[O:11])[C:7]2[C:6](=[CH:5][CH:4]=[CH:9][CH:8]=2)[C:4]21[CH2:9][CH2:8][C:7]([C:10]([O:12][CH2:13][CH3:14])=[O:11])=[CH:6][CH2:5]2, predict the reactants needed to synthesize it. The reactants are: [CH3:1][NH2:2].O=[C:4]1[CH2:9][CH2:8][CH:7]([C:10]([O:12][CH2:13][CH3:14])=[O:11])[CH2:6][CH2:5]1.